The task is: Predict which catalyst facilitates the given reaction.. This data is from Catalyst prediction with 721,799 reactions and 888 catalyst types from USPTO. (1) Reactant: [CH2:1]([N:4]1[C:12]2[CH:11]=[CH:10][C:9]([C:13]([N:15]3[CH2:20][CH2:19][CH:18]([CH3:21])[CH2:17][CH2:16]3)=[O:14])=[CH:8][C:7]=2[C:6]2[CH2:22][N:23]([CH:26]3[CH2:31][CH2:30][N:29](C(OC(C)(C)C)=O)[CH2:28][CH2:27]3)[CH2:24][CH2:25][C:5]1=2)[CH:2]=[CH2:3].FC(F)(F)C(O)=O. Product: [CH2:1]([N:4]1[C:12]2[CH:11]=[CH:10][C:9]([C:13]([N:15]3[CH2:16][CH2:17][CH:18]([CH3:21])[CH2:19][CH2:20]3)=[O:14])=[CH:8][C:7]=2[C:6]2[CH2:22][N:23]([CH:26]3[CH2:31][CH2:30][NH:29][CH2:28][CH2:27]3)[CH2:24][CH2:25][C:5]1=2)[CH:2]=[CH2:3]. The catalyst class is: 4. (2) Reactant: [F:1][C:2]1[CH:7]=[CH:6][C:5]([C:8]2[CH:13]=[CH:12][CH:11]=[CH:10][C:9]=2[CH2:14][N:15]2[CH:20]=[CH:19][CH:18]=[C:17]([C:21]([O:23]C)=[O:22])[C:16]2=[O:25])=[CH:4][CH:3]=1.[OH-].[Na+]. Product: [F:1][C:2]1[CH:3]=[CH:4][C:5]([C:8]2[CH:13]=[CH:12][CH:11]=[CH:10][C:9]=2[CH2:14][N:15]2[CH:20]=[CH:19][CH:18]=[C:17]([C:21]([OH:23])=[O:22])[C:16]2=[O:25])=[CH:6][CH:7]=1. The catalyst class is: 1.